Dataset: Forward reaction prediction with 1.9M reactions from USPTO patents (1976-2016). Task: Predict the product of the given reaction. (1) Given the reactants [C:1]([O:5][C:6](=[O:26])[NH:7][C:8]1[C:17]2[C:12](=[CH:13][CH:14]=[CH:15][CH:16]=2)[C:11]([O:18][C:19]2[CH:24]=[CH:23][N:22]=[C:21](Cl)[CH:20]=2)=[CH:10][CH:9]=1)([CH3:4])([CH3:3])[CH3:2].[CH3:27][O:28][C:29]1[CH:30]=[C:31]([CH:33]=[CH:34][CH:35]=1)[NH2:32].CC1(C)C2C(=C(P(C3C=CC=CC=3)C3C=CC=CC=3)C=CC=2)OC2C(P(C3C=CC=CC=3)C3C=CC=CC=3)=CC=CC1=2.C([O-])([O-])=O.[Cs+].[Cs+], predict the reaction product. The product is: [C:1]([O:5][C:6](=[O:26])[NH:7][C:8]1[C:17]2[C:12](=[CH:13][CH:14]=[CH:15][CH:16]=2)[C:11]([O:18][C:19]2[CH:24]=[CH:23][N:22]=[C:21]([NH:32][C:31]3[CH:33]=[CH:34][CH:35]=[C:29]([O:28][CH3:27])[CH:30]=3)[CH:20]=2)=[CH:10][CH:9]=1)([CH3:4])([CH3:3])[CH3:2]. (2) Given the reactants [Br:1][C:2]1[C:10]2[C:6](=[CH:7][N:8]([CH3:11])[N:9]=2)[CH:5]=[CH:4][CH:3]=1.C([N-]C(C)C)(C)C.[Li+].[O:20]1CCC[CH2:21]1.CCCCCCC.C(C1C=CC=CC=1)C.C=O, predict the reaction product. The product is: [Br:1][C:2]1[C:10]2[C:6](=[C:7]([CH2:21][OH:20])[N:8]([CH3:11])[N:9]=2)[CH:5]=[CH:4][CH:3]=1. (3) Given the reactants CC(C)([O-])C.[K+].[CH3:7][N+:8]([O-:10])=[O:9].C1([O:17][C:18](=O)[C:19]2[CH:24]=[CH:23][C:22]([S:25]([CH3:28])(=[O:27])=[O:26])=[CH:21][CH:20]=2)C=CC=CC=1.NC(N)=O.Cl, predict the reaction product. The product is: [CH3:28][S:25]([C:22]1[CH:23]=[CH:24][C:19]([C:18](=[O:17])[CH2:7][N+:8]([O-:10])=[O:9])=[CH:20][CH:21]=1)(=[O:26])=[O:27]. (4) Given the reactants [F:1][C:2]1[C:10]([C:11]([F:14])([F:13])[F:12])=[CH:9][C:5]([C:6](Cl)=[O:7])=[CH:4][CH:3]=1.[CH3:15][NH:16][C:17]1[CH:18]=[N:19][CH:20]=[CH:21][C:22]=1[C:23]1[CH:28]=[CH:27][CH:26]=[CH:25][C:24]=1[CH3:29].CCN(C(C)C)C(C)C, predict the reaction product. The product is: [F:1][C:2]1[C:10]([C:11]([F:14])([F:13])[F:12])=[CH:9][C:5]([C:6]([N:16]([CH3:15])[C:17]2[CH:18]=[N:19][CH:20]=[CH:21][C:22]=2[C:23]2[CH:28]=[CH:27][CH:26]=[CH:25][C:24]=2[CH3:29])=[O:7])=[CH:4][CH:3]=1. (5) Given the reactants Cl[C:2]1[N:11]=[C:10]([NH:12][CH2:13][CH:14]([C:21]2[CH:26]=[CH:25][CH:24]=[CH:23][CH:22]=2)[C:15]2[CH:20]=[CH:19][CH:18]=[CH:17][CH:16]=2)[C:9]2[C:4](=[CH:5][CH:6]=[CH:7][CH:8]=2)[N:3]=1.CC1(C)C(C)(C)OB([C:35]2[CH:36]=[CH:37][C:38]3[S:42][CH:41]=[N:40][C:39]=3[CH:43]=2)O1.N1C=CN2C=C(C3N=C(NCC(C4C=CC=CC=4)C4NC=CC=4)C4C(=CC=CC=4)N=3)C=CC=12, predict the reaction product. The product is: [S:42]1[C:38]2[CH:37]=[CH:36][C:35]([C:2]3[N:11]=[C:10]([NH:12][CH2:13][CH:14]([C:21]4[CH:26]=[CH:25][CH:24]=[CH:23][CH:22]=4)[C:15]4[CH:20]=[CH:19][CH:18]=[CH:17][CH:16]=4)[C:9]4[C:4](=[CH:5][CH:6]=[CH:7][CH:8]=4)[N:3]=3)=[CH:43][C:39]=2[N:40]=[CH:41]1. (6) Given the reactants [C:1]([C:5]1[CH:15]=[C:8]2[N:9]=[CH:10][C:11]([C:13]#[CH:14])=[CH:12][N:7]2[N:6]=1)([CH3:4])([CH3:3])[CH3:2].Br[C:17]1[CH:18]=[N:19][CH:20]=[C:21]([Cl:23])[CH:22]=1, predict the reaction product. The product is: [C:1]([C:5]1[CH:15]=[C:8]2[N:9]=[CH:10][C:11]([C:13]#[C:14][C:17]3[CH:18]=[N:19][CH:20]=[C:21]([Cl:23])[CH:22]=3)=[CH:12][N:7]2[N:6]=1)([CH3:4])([CH3:3])[CH3:2]. (7) Given the reactants [CH3:1][CH:2]1[C:6](=[O:7])[CH2:5][CH2:4][C:3]1=[O:8].[S:9]([NH2:19])(=[O:18])([C:11]1[CH:16]=[CH:15][C:14]([NH2:17])=[CH:13][CH:12]=1)=[O:10], predict the reaction product. The product is: [CH3:1][C:2]1[C:3](=[O:8])[CH2:4][CH2:5][C:6]=1[NH:17][C:14]1[CH:15]=[CH:16][C:11]([S:9]([NH2:19])(=[O:10])=[O:18])=[CH:12][CH:13]=1.[CH2:4]1[CH2:3][O:8][CH2:6][CH2:5]1.[OH2:7]. (8) Given the reactants [C:1]([NH:8][CH2:9][CH2:10][C:11]([O:13][CH2:14][CH3:15])=[O:12])([O:3][C:4]([CH3:7])([CH3:6])[CH3:5])=[O:2].[CH3:16]C([O-])(C)C.[K+].CI, predict the reaction product. The product is: [C:1]([N:8]([CH2:9][CH2:10][C:11]([O:13][CH2:14][CH3:15])=[O:12])[CH3:16])([O:3][C:4]([CH3:6])([CH3:7])[CH3:5])=[O:2].